Task: Predict the product of the given reaction.. Dataset: Forward reaction prediction with 1.9M reactions from USPTO patents (1976-2016) Given the reactants [OH-].[Na+].C[O:4][C:5](=[O:40])[CH2:6][C:7]1[CH:12]=[CH:11][C:10]([C:13]2[CH:18]=[CH:17][C:16]([C:19]([CH2:37][CH3:38])([C:22]3[CH:27]=[CH:26][C:25]([CH2:28][CH2:29][C:30]([CH2:34][CH3:35])([OH:33])[CH2:31][CH3:32])=[C:24]([CH3:36])[CH:23]=3)[CH2:20][CH3:21])=[CH:15][C:14]=2[CH3:39])=[CH:9][CH:8]=1.[Cl-].[NH4+], predict the reaction product. The product is: [CH2:20]([C:19]([C:16]1[CH:17]=[CH:18][C:13]([C:10]2[CH:9]=[CH:8][C:7]([CH2:6][C:5]([OH:40])=[O:4])=[CH:12][CH:11]=2)=[C:14]([CH3:39])[CH:15]=1)([C:22]1[CH:27]=[CH:26][C:25]([CH2:28][CH2:29][C:30]([CH2:31][CH3:32])([OH:33])[CH2:34][CH3:35])=[C:24]([CH3:36])[CH:23]=1)[CH2:37][CH3:38])[CH3:21].